Dataset: NCI-60 drug combinations with 297,098 pairs across 59 cell lines. Task: Regression. Given two drug SMILES strings and cell line genomic features, predict the synergy score measuring deviation from expected non-interaction effect. Synergy scores: CSS=41.0, Synergy_ZIP=4.27, Synergy_Bliss=6.20, Synergy_Loewe=-5.80, Synergy_HSA=6.97. Drug 1: CC1=C2C(C(=O)C3(C(CC4C(C3C(C(C2(C)C)(CC1OC(=O)C(C(C5=CC=CC=C5)NC(=O)OC(C)(C)C)O)O)OC(=O)C6=CC=CC=C6)(CO4)OC(=O)C)OC)C)OC. Drug 2: C1=NC2=C(N=C(N=C2N1C3C(C(C(O3)CO)O)O)F)N. Cell line: UACC62.